This data is from Reaction yield outcomes from USPTO patents with 853,638 reactions. The task is: Predict the reaction yield, written as a fraction of the theoretical maximum amount of product (1.0 means a 100% yield; for example, 0.34 means a 34% yield). (1) The product is [F:49][C:50]([F:55])([F:54])[C:51]([OH:53])=[O:52].[NH2:8][C@@:9]1([C:18]([NH:24][CH2:21][CH2:22][CH3:23])=[O:20])[CH2:11][C@@H:10]1[C:12]1[CH:13]=[CH:14][CH:15]=[CH:16][CH:17]=1. The yield is 0.850. The reactants are C(OC([NH:8][C@@:9]1([C:18]([OH:20])=O)[CH2:11][C@@H:10]1[C:12]1[CH:17]=[CH:16][CH:15]=[CH:14][CH:13]=1)=O)(C)(C)C.[CH2:21]([NH2:24])[CH2:22][CH3:23].F[P-](F)(F)(F)(F)F.N1(OC(N(C)C)=[N+](C)C)C2N=CC=CC=2N=N1.[F:49][C:50]([F:55])([F:54])[C:51]([OH:53])=[O:52]. No catalyst specified. (2) The reactants are [CH2:1]([C:8]1[C:13](=[O:14])[N:12]2[CH2:15][CH2:16][CH2:17][CH2:18][C:11]2=[N:10][C:9]=1[CH:19]([OH:22])[CH:20]=[CH2:21])[C:2]1[CH:7]=[CH:6][CH:5]=[CH:4][CH:3]=1.[H][H]. The catalyst is [Pd].C(OCC)(=O)C. The product is [CH2:1]([C:8]1[C:13](=[O:14])[N:12]2[CH2:15][CH2:16][CH2:17][CH2:18][C:11]2=[N:10][C:9]=1[CH:19]([OH:22])[CH2:20][CH3:21])[C:2]1[CH:7]=[CH:6][CH:5]=[CH:4][CH:3]=1. The yield is 0.850.